From a dataset of Full USPTO retrosynthesis dataset with 1.9M reactions from patents (1976-2016). Predict the reactants needed to synthesize the given product. (1) Given the product [OH:24][CH:22]([CH3:23])[CH2:21][CH2:20][N:7]1[C:8](=[O:19])[C:9]2[N:10]([CH2:11][O:12][CH2:13][CH2:14][Si:15]([CH3:18])([CH3:17])[CH3:16])[C:2]([O:36][C:32]3[CH:33]=[CH:34][CH:35]=[C:30]([O:29][C:28]([F:27])([F:37])[F:38])[CH:31]=3)=[N:3][C:4]=2[N:5]([CH3:26])[C:6]1=[O:25], predict the reactants needed to synthesize it. The reactants are: Br[C:2]1[N:10]([CH2:11][O:12][CH2:13][CH2:14][Si:15]([CH3:18])([CH3:17])[CH3:16])[C:9]2[C:8](=[O:19])[N:7]([CH2:20][CH2:21][CH:22]([OH:24])[CH3:23])[C:6](=[O:25])[N:5]([CH3:26])[C:4]=2[N:3]=1.[F:27][C:28]([F:38])([F:37])[O:29][C:30]1[CH:31]=[C:32]([OH:36])[CH:33]=[CH:34][CH:35]=1.C(=O)([O-])[O-].[K+].[K+]. (2) Given the product [CH2:13]([O:15][C:16](=[O:21])/[CH:6]=[C:7](/[N:8]1[CH2:11][CH2:12][CH2:10][C@@H:9]1[CH3:1])\[C@H:27]([CH3:26])[C@H:22]([CH3:28])[CH:23]=[CH2:24])[CH3:14], predict the reactants needed to synthesize it. The reactants are: [C:1](#N)C.[Br-].[Li+].[CH3:6][CH2:7][N:8]([CH2:11][CH3:12])[CH2:9][CH3:10].[CH2:13]([O:15][C:16](=[O:21])C#CCC)[CH3:14].[C:22]1([CH3:28])[CH:27]=[CH:26]C=[CH:24][CH:23]=1. (3) Given the product [CH3:19][O:18][C:15]1[CH:16]=[CH:17][C:12]([CH2:11][NH:10][C:8](=[O:9])[C:4]2[CH:3]=[C:2](/[CH:28]=[CH:29]/[C:30]3[CH:35]=[CH:34][CH:33]=[CH:32][CH:31]=3)[CH:7]=[CH:6][N:5]=2)=[CH:13][CH:14]=1, predict the reactants needed to synthesize it. The reactants are: Br[C:2]1[CH:7]=[CH:6][N:5]=[C:4]([C:8]([NH:10][CH2:11][C:12]2[CH:17]=[CH:16][C:15]([O:18][CH3:19])=[CH:14][CH:13]=2)=[O:9])[CH:3]=1.CC1(C)C(C)(C)OB(/[CH:28]=[CH:29]/[C:30]2[CH:35]=[CH:34][CH:33]=[CH:32][CH:31]=2)O1.C(=O)([O-])[O-].[Cs+].[Cs+]. (4) Given the product [Cl:31][C:19]1[CH:20]=[C:21](/[CH:24]=[CH:25]/[C:26]([O:28][CH2:29][CH3:30])=[O:27])[CH:22]=[N:23][C:18]=1[NH:17][CH2:16][CH2:15][NH:14][C:37](=[O:38])[C:36]1[CH:40]=[CH:41][C:33]([Cl:32])=[CH:34][CH:35]=1, predict the reactants needed to synthesize it. The reactants are: CN(C)CCCN=C=NCC.Cl.Cl.[NH2:14][CH2:15][CH2:16][NH:17][C:18]1[N:23]=[CH:22][C:21](/[CH:24]=[CH:25]/[C:26]([O:28][CH2:29][CH3:30])=[O:27])=[CH:20][C:19]=1[Cl:31].[Cl:32][C:33]1[CH:41]=[CH:40][C:36]([C:37](O)=[O:38])=[CH:35][CH:34]=1.C1C=CC2N(O)N=NC=2C=1.C(=O)([O-])O.[Na+].